From a dataset of NCI-60 drug combinations with 297,098 pairs across 59 cell lines. Regression. Given two drug SMILES strings and cell line genomic features, predict the synergy score measuring deviation from expected non-interaction effect. (1) Drug 1: COC1=C(C=C2C(=C1)N=CN=C2NC3=CC(=C(C=C3)F)Cl)OCCCN4CCOCC4. Drug 2: CC1=C(C=C(C=C1)NC(=O)C2=CC=C(C=C2)CN3CCN(CC3)C)NC4=NC=CC(=N4)C5=CN=CC=C5. Cell line: COLO 205. Synergy scores: CSS=4.34, Synergy_ZIP=2.22, Synergy_Bliss=5.54, Synergy_Loewe=-0.834, Synergy_HSA=3.87. (2) Drug 1: CC1=C(N=C(N=C1N)C(CC(=O)N)NCC(C(=O)N)N)C(=O)NC(C(C2=CN=CN2)OC3C(C(C(C(O3)CO)O)O)OC4C(C(C(C(O4)CO)O)OC(=O)N)O)C(=O)NC(C)C(C(C)C(=O)NC(C(C)O)C(=O)NCCC5=NC(=CS5)C6=NC(=CS6)C(=O)NCCC[S+](C)C)O. Drug 2: CC(C)NC(=O)C1=CC=C(C=C1)CNNC.Cl. Cell line: LOX IMVI. Synergy scores: CSS=39.9, Synergy_ZIP=2.88, Synergy_Bliss=2.52, Synergy_Loewe=-20.7, Synergy_HSA=2.47. (3) Drug 1: CC1=C(C=C(C=C1)C(=O)NC2=CC(=CC(=C2)C(F)(F)F)N3C=C(N=C3)C)NC4=NC=CC(=N4)C5=CN=CC=C5. Drug 2: CCCCC(=O)OCC(=O)C1(CC(C2=C(C1)C(=C3C(=C2O)C(=O)C4=C(C3=O)C=CC=C4OC)O)OC5CC(C(C(O5)C)O)NC(=O)C(F)(F)F)O. Cell line: HOP-62. Synergy scores: CSS=11.6, Synergy_ZIP=2.94, Synergy_Bliss=0.981, Synergy_Loewe=1.90, Synergy_HSA=0.191. (4) Drug 1: C1=CN(C=N1)CC(O)(P(=O)(O)O)P(=O)(O)O. Drug 2: CCC1(C2=C(COC1=O)C(=O)N3CC4=CC5=C(C=CC(=C5CN(C)C)O)N=C4C3=C2)O.Cl. Cell line: K-562. Synergy scores: CSS=23.8, Synergy_ZIP=3.22, Synergy_Bliss=1.46, Synergy_Loewe=-37.0, Synergy_HSA=-3.73. (5) Drug 1: C1=NNC2=C1C(=O)NC=N2. Drug 2: CC(C)NC(=O)C1=CC=C(C=C1)CNNC.Cl. Cell line: HCC-2998. Synergy scores: CSS=1.46, Synergy_ZIP=-0.468, Synergy_Bliss=-0.930, Synergy_Loewe=-6.09, Synergy_HSA=-5.16. (6) Drug 1: C1=CC(=CC=C1C#N)C(C2=CC=C(C=C2)C#N)N3C=NC=N3. Drug 2: C1CN(CCN1C(=O)CCBr)C(=O)CCBr. Cell line: EKVX. Synergy scores: CSS=7.74, Synergy_ZIP=-1.63, Synergy_Bliss=0.553, Synergy_Loewe=2.75, Synergy_HSA=1.94. (7) Drug 1: C1=CC(=CC=C1CC(C(=O)O)N)N(CCCl)CCCl.Cl. Drug 2: C1C(C(OC1N2C=C(C(=O)NC2=O)F)CO)O. Cell line: IGROV1. Synergy scores: CSS=32.4, Synergy_ZIP=-13.2, Synergy_Bliss=-3.02, Synergy_Loewe=-23.1, Synergy_HSA=2.04. (8) Drug 1: CN(C)N=NC1=C(NC=N1)C(=O)N. Drug 2: C1=NC2=C(N1)C(=S)N=C(N2)N. Cell line: NCI-H322M. Synergy scores: CSS=8.73, Synergy_ZIP=-6.13, Synergy_Bliss=-5.02, Synergy_Loewe=-28.8, Synergy_HSA=-8.65.